This data is from Catalyst prediction with 721,799 reactions and 888 catalyst types from USPTO. The task is: Predict which catalyst facilitates the given reaction. (1) Reactant: [ClH:1].Cl.[NH2:3]/[C:4](=[N:25]\[OH:26])/[C:5]1[CH:24]=[CH:23][C:8]2[CH:9]=[C:10]([C:12]([NH:14][C@@H:15]3[CH:20]4[CH2:21][CH2:22][N:17]([CH2:18][CH2:19]4)[CH2:16]3)=[O:13])[S:11][C:7]=2[CH:6]=1.[H-].[Na+].[C:29]1([CH2:35][C:36](OC)=O)[CH:34]=[CH:33][CH:32]=[CH:31][CH:30]=1.O. Product: [ClH:1].[N:17]12[CH2:18][CH2:19][CH:20]([CH2:21][CH2:22]1)[C@@H:15]([NH:14][C:12]([C:10]1[S:11][C:7]3[CH:6]=[C:5]([C:4]4[N:3]=[C:36]([CH2:35][C:29]5[CH:34]=[CH:33][CH:32]=[CH:31][CH:30]=5)[O:26][N:25]=4)[CH:24]=[CH:23][C:8]=3[CH:9]=1)=[O:13])[CH2:16]2. The catalyst class is: 198. (2) Reactant: Cl[C:2]1[C:3]2[C:4](=[CH:18][N:19](CC3C=CC(OC)=CC=3)[N:20]=2)[N:5]=[C:6]([C:8]2[CH:13]=[CH:12][CH:11]=[C:10]([C:14]([F:17])([F:16])[F:15])[CH:9]=2)[N:7]=1.[O:30]1[CH2:35][CH2:34][N:33]([C:36]2[CH:42]=[CH:41][C:39]([NH2:40])=[CH:38][CH:37]=2)[CH2:32][CH2:31]1.Cl. Product: [O:30]1[CH2:31][CH2:32][N:33]([C:36]2[CH:37]=[CH:38][C:39]([NH:40][C:2]3[C:3]4[NH:20][N:19]=[CH:18][C:4]=4[N:5]=[C:6]([C:8]4[CH:13]=[CH:12][CH:11]=[C:10]([C:14]([F:17])([F:15])[F:16])[CH:9]=4)[N:7]=3)=[CH:41][CH:42]=2)[CH2:34][CH2:35]1. The catalyst class is: 71. (3) Product: [CH2:37]([O:36][C:3](=[O:4])[CH2:5][S:18][C:21]1[CH:22]=[CH:23][C:24]([O:27][CH3:28])=[CH:25][CH:26]=1)[CH3:38]. The catalyst class is: 21. Reactant: ON[C:3]([C:5]1([S:18]([C:21]2[CH:26]=[CH:25][C:24]([O:27][CH2:28]C3C=CC=CC=3)=[CH:23][CH:22]=2)(=O)=O)CCN(CC2C=CC=CC=2)CC1)=[O:4].C[O:36][C:37]1C=CC(S)=C[CH:38]=1. (4) Reactant: [CH2:1]([CH:8]1[CH2:13][CH2:12][N:11]([C:14](=[O:18])[C:15]([OH:17])=O)[CH2:10][CH2:9]1)[C:2]1[CH:7]=[CH:6][CH:5]=[CH:4][CH:3]=1.[N+:19]([C:22]1[CH:28]=[CH:27][C:25]([NH2:26])=[CH:24][CH:23]=1)([O-:21])=[O:20]. Product: [CH2:1]([CH:8]1[CH2:9][CH2:10][N:11]([C:14](=[O:18])[C:15]([NH:26][C:25]2[CH:27]=[CH:28][C:22]([N+:19]([O-:21])=[O:20])=[CH:23][CH:24]=2)=[O:17])[CH2:12][CH2:13]1)[C:2]1[CH:3]=[CH:4][CH:5]=[CH:6][CH:7]=1. The catalyst class is: 27.